This data is from Catalyst prediction with 721,799 reactions and 888 catalyst types from USPTO. The task is: Predict which catalyst facilitates the given reaction. (1) Reactant: [Cl:1][C:2]1[N:3]=[N:4][C:5](Cl)=[CH:6][CH:7]=1.[CH2:9]([O:11]C([Sn](CCCC)(CCCC)CCCC)=C)[CH3:10].Cl. Product: [C:9]([C:5]1[N:4]=[N:3][C:2]([Cl:1])=[CH:7][CH:6]=1)(=[O:11])[CH3:10]. The catalyst class is: 109. (2) Reactant: [Cl:1][C:2]1[CH:7]=[CH:6][C:5]([C:8]2[CH2:13][C:12]([CH3:15])([CH3:14])[CH2:11][CH2:10][C:9]=2[CH:16]([OH:18])[CH3:17])=[CH:4][CH:3]=1.CC(OI1(OC(C)=O)(OC(C)=O)OC(=O)C2C=CC=CC1=2)=O. Product: [Cl:1][C:2]1[CH:3]=[CH:4][C:5]([C:8]2[CH2:13][C:12]([CH3:14])([CH3:15])[CH2:11][CH2:10][C:9]=2[C:16](=[O:18])[CH3:17])=[CH:6][CH:7]=1. The catalyst class is: 363. (3) Reactant: Cl.[CH3:2][CH:3]([CH3:7])[C:4](=[NH:6])[NH2:5].[Cl:8][C:9]([SH:12])(Cl)Cl.[OH-].[Na+]. Product: [Cl:8][C:9]1[S:12][N:5]=[C:4]([CH:3]([CH3:7])[CH3:2])[N:6]=1. The catalyst class is: 46. (4) Reactant: [P:1](=[O:5])([OH:4])([OH:3])[OH:2].IN1C(=O)CCC1=O.[Cl:14][C:15]1[CH:20]=[CH:19][C:18]([C@H:21]([N:27]2[CH:32]=[CH:31][C:30]([C:33]3[CH:38]=[CH:37][N:36]=[C:35]([NH:39][CH:40]4[CH2:45][CH2:44][O:43][CH2:42][CH2:41]4)[N:34]=3)=[CH:29][C:28]2=[O:46])[CH2:22][O:23][CH2:24]SC)=[CH:17][C:16]=1[F:47]. Product: [P:1]([OH:4])([OH:3])([O:2][CH2:24][O:23][CH2:22][C@H:21]([C:18]1[CH:19]=[CH:20][C:15]([Cl:14])=[C:16]([F:47])[CH:17]=1)[N:27]1[CH:32]=[CH:31][C:30]([C:33]2[CH:38]=[CH:37][N:36]=[C:35]([NH:39][CH:40]3[CH2:41][CH2:42][O:43][CH2:44][CH2:45]3)[N:34]=2)=[CH:29][C:28]1=[O:46])=[O:5]. The catalyst class is: 3. (5) Reactant: [C:1]([O:5][C:6]([N:8]1[C:16]2[C:11](=[CH:12][C:13]([N:17]([C:19](=[O:26])[C:20]3[CH:25]=[CH:24][CH:23]=[CH:22][CH:21]=3)[CH3:18])=[CH:14][CH:15]=2)[CH2:10][CH2:9]1)=[O:7])([CH3:4])([CH3:3])[CH3:2]. Product: [C:1]([O:5][C:6]([N:8]1[C:16]2[C:11](=[CH:12][C:13]([N:17]([C:19](=[O:26])[C:20]3[CH:21]=[CH:22][CH:23]=[CH:24][CH:25]=3)[CH3:18])=[CH:14][CH:15]=2)[CH:10]=[CH:9]1)=[O:7])([CH3:4])([CH3:2])[CH3:3]. The catalyst class is: 784. (6) Reactant: [Cl:1][C:2]1[C:3]([C:35]([F:38])([F:37])[F:36])=[CH:4][C:5]2[N:9]=[C:8]([CH2:10][CH3:11])[N:7]([C:12]3[CH:33]=[CH:32][C:15]([CH2:16][CH2:17][N:18]([S:22]([C:25]4[CH:30]=[CH:29][C:28]([CH3:31])=[CH:27][CH:26]=4)(=[O:24])=[O:23])[C:19](=[O:21])[O-:20])=[CH:14][CH:13]=3)[C:6]=2[CH:34]=1.[C:39]1([CH3:49])[CH:44]=[CH:43][C:42]([S:45]([OH:48])(=[O:47])=[O:46])=[CH:41][CH:40]=1. Product: [Cl:1][C:2]1[C:3]([C:35]([F:38])([F:37])[F:36])=[CH:4][C:5]2[N:9]=[C:8]([CH2:10][CH3:11])[N:7]([C:12]3[CH:33]=[CH:32][C:15]([CH2:16][CH2:17][N:18]([S:22]([C:25]4[CH:30]=[CH:29][C:28]([CH3:31])=[CH:27][CH:26]=4)(=[O:23])=[O:24])[C:19](=[O:20])[O-:21])=[CH:14][CH:13]=3)[C:6]=2[CH:34]=1.[CH3:49][C:39]1[CH:44]=[CH:43][C:42]([S:45]([OH:48])(=[O:47])=[O:46])=[CH:41][CH:40]=1. The catalyst class is: 21. (7) Reactant: [CH:1]1([C:4]([N:6]2[CH2:10][CH2:9][C@@H:8]([CH2:11][C:12]([NH:14][NH2:15])=[O:13])[CH2:7]2)=[O:5])[CH2:3][CH2:2]1.[Br:16][C:17]1[CH:22]=[CH:21][C:20]([N:23]=[C:24]=[O:25])=[C:19]([Cl:26])[CH:18]=1. Product: [Br:16][C:17]1[CH:22]=[CH:21][C:20]([NH:23][C:24]([NH:15][NH:14][C:12](=[O:13])[CH2:11][C@@H:8]2[CH2:9][CH2:10][N:6]([C:4]([CH:1]3[CH2:3][CH2:2]3)=[O:5])[CH2:7]2)=[O:25])=[C:19]([Cl:26])[CH:18]=1. The catalyst class is: 665. (8) Product: [CH3:5][C:6]1[CH:10]=[CH:9][N:8]([S:11]([C:14]2[CH:19]=[CH:18][C:17]([CH3:20])=[CH:16][CH:15]=2)(=[O:12])=[O:13])[C:7]=1[C:22]#[N:21]. The catalyst class is: 325. Reactant: [Cl-].[Al+3].[Cl-].[Cl-].[CH3:5][C:6]1[CH:10]=[CH:9][N:8]([S:11]([C:14]2[CH:19]=[CH:18][C:17]([CH3:20])=[CH:16][CH:15]=2)(=[O:13])=[O:12])[CH:7]=1.[N:21]#[C:22]Br.ClCCl. (9) Reactant: Cl[C:2]1[CH:3]=[C:4]2[C:9](=[O:10])[N:8]([CH2:11][CH2:12][C:13]([F:16])([F:15])[F:14])[C:6](=[O:7])[C:5]2=[CH:17][CH:18]=1.[F:19][C:20]([F:33])([F:32])C1C=C2C(=O)OC(=O)C2=CC=1. Product: [F:19][C:20]([F:33])([F:32])[C:2]1[CH:3]=[C:4]2[C:9](=[O:10])[N:8]([CH2:11][CH2:12][C:13]([F:16])([F:15])[F:14])[C:6](=[O:7])[C:5]2=[CH:17][CH:18]=1. The catalyst class is: 13.